From a dataset of Catalyst prediction with 721,799 reactions and 888 catalyst types from USPTO. Predict which catalyst facilitates the given reaction. (1) Product: [CH3:52][C:49]1([CH3:51])[C:48]([CH3:53])([CH3:54])[O:47][B:46]([C:56]([C:58]2[CH:59]=[CH:60][C:61]([C:64]([F:65])([F:66])[F:67])=[CH:62][CH:63]=2)=[CH2:57])[O:50]1. The catalyst class is: 1. Reactant: C(C1C=CC=C(C(C)C)C=1N1C=CN(C2C(C(C)C)=CC=CC=2C(C)C)C1[Cu]Cl)(C)C.CC(C)([O-])C.[Na+].[CH3:53][C:48]1([CH3:54])[C:49]([CH3:52])([CH3:51])[O:50][B:46]([B:46]2[O:50][C:49]([CH3:52])([CH3:51])[C:48]([CH3:54])([CH3:53])[O:47]2)[O:47]1.[C:56]([C:58]1[CH:63]=[CH:62][C:61]([C:64]([F:67])([F:66])[F:65])=[CH:60][CH:59]=1)#[CH:57].CO. (2) Reactant: [F:1][C:2]1[CH:7]=[CH:6][C:5]([CH:8]2[CH2:13][CH2:12][N:11]([C:14]3[N:19]=[C:18]([CH3:20])[NH:17][C:16](=[O:21])[C:15]=3[N+:22]([O-:24])=[O:23])[CH2:10][CH2:9]2)=[CH:4][CH:3]=1.FC(F)(F)S(O[CH2:31][C:32]([F:35])([F:34])[F:33])(=O)=O.[Na].C(=O)([O-])[O-].[K+].[K+]. Product: [F:1][C:2]1[CH:7]=[CH:6][C:5]([CH:8]2[CH2:9][CH2:10][N:11]([C:14]3[C:15]([N+:22]([O-:24])=[O:23])=[C:16]([O:21][CH2:31][C:32]([F:35])([F:34])[F:33])[N:17]=[C:18]([CH3:20])[N:19]=3)[CH2:12][CH2:13]2)=[CH:4][CH:3]=1. The catalyst class is: 21. (3) Reactant: C([O:5]C(CC(O)=O)=O)(C)(C)C.[CH:21]1[N:22]=[CH:23][N:19](C([N:19]2[CH:23]=[N:22][CH:21]=[CH:20]2)=O)[CH:20]=1.NC1[CH:34]=[CH:33][C:28]([C:29]([O:31][CH3:32])=[O:30])=[CH:27][C:26]=1[O:35][CH3:36].[F:37][C:38]([F:43])([F:42])[C:39]([OH:41])=[O:40]. Product: [F:37][C:38]([F:43])([F:42])[C:39]([OH:41])=[O:40].[NH2:22][CH2:21][C:20]([NH:19][C:23]1[CH:34]=[CH:33][C:28]([C:29]([O:31][CH3:32])=[O:30])=[CH:27][C:26]=1[O:35][CH3:36])=[O:5]. The catalyst class is: 76. (4) Reactant: [F:1][C:2]1[C:9]([N+:10]([O-:12])=[O:11])=[CH:8][CH:7]=[C:6](F)[C:3]=1[C:4]#[N:5].[N:14]1([C:20](=[O:22])[CH3:21])[CH2:19][CH2:18][NH:17][CH2:16][CH2:15]1.C(=O)([O-])[O-].[Cs+].[Cs+]. Product: [C:20]([N:14]1[CH2:19][CH2:18][N:17]([C:6]2[C:3]([C:4]#[N:5])=[C:2]([F:1])[C:9]([N+:10]([O-:12])=[O:11])=[CH:8][CH:7]=2)[CH2:16][CH2:15]1)(=[O:22])[CH3:21]. The catalyst class is: 287. (5) Reactant: [Br:1][C:2]1[CH:3]=[C:4]([CH3:9])[CH:5]=[C:6](Br)[CH:7]=1.[Cu][C:11]#[N:12]. Product: [Br:1][C:2]1[CH:3]=[C:4]([CH3:9])[CH:5]=[C:6]([C:11]#[N:12])[CH:7]=1. The catalyst class is: 60. (6) Reactant: [F:1][C:2]1[CH:7]=[CH:6][C:5]([C:8]2[CH:13]=[CH:12][CH:11]=[CH:10][C:9]=2[NH:14][S:15]([C:18]2[CH:23]=[CH:22][C:21]([O:24][CH3:25])=[CH:20][CH:19]=2)(=[O:17])=[O:16])=[C:4]([C@H:26](O)[CH3:27])[CH:3]=1.C1(P(C2C=CC=CC=2)C2C=CC=CC=2)C=CC=CC=1.CCOC(/N=N/C(OCC)=O)=O. Product: [F:1][C:2]1[CH:3]=[C:4]2[C:5](=[CH:6][CH:7]=1)[C:8]1[CH:13]=[CH:12][CH:11]=[CH:10][C:9]=1[N:14]([S:15]([C:18]1[CH:23]=[CH:22][C:21]([O:24][CH3:25])=[CH:20][CH:19]=1)(=[O:17])=[O:16])[C@H:26]2[CH3:27]. The catalyst class is: 7.